From a dataset of Full USPTO retrosynthesis dataset with 1.9M reactions from patents (1976-2016). Predict the reactants needed to synthesize the given product. (1) Given the product [CH3:15][N:5]1[CH:4]=[C:3]2[C:7]([CH:8]=[C:9]([C:11]([O:13][CH3:14])=[O:12])[CH:10]=[C:2]2[O:1][C:23]2[CH:28]=[N:27][C:26]([C:29]([F:32])([F:31])[F:30])=[CH:25][N:24]=2)=[N:6]1, predict the reactants needed to synthesize it. The reactants are: [OH:1][C:2]1[C:3]2[C:7]([CH:8]=[C:9]([C:11]([O:13][CH3:14])=[O:12])[CH:10]=1)=[N:6][N:5]([CH3:15])[CH:4]=2.C(=O)([O-])[O-].[Cs+].[Cs+].Cl[C:23]1[CH:28]=[N:27][C:26]([C:29]([F:32])([F:31])[F:30])=[CH:25][N:24]=1. (2) The reactants are: [H-].[Na+].[CH2:3]1[O:11][C:10]2[CH:9]=[CH:8][C:7]([CH:12]3[C:24]4[NH:23][C:22]5[C:17](=[CH:18][CH:19]=[CH:20][CH:21]=5)[C:16]=4[CH2:15][CH2:14][N:13]3[CH2:25][C:26]3[CH:31]=[CH:30][N:29]=[CH:28][CH:27]=3)=[CH:6][C:5]=2[O:4]1.CN(C=[O:36])C. Given the product [CH2:3]1[O:11][C:10]2[CH:9]=[CH:8][C:7]([CH:12]3[C:24]4[NH:23][C:22]5[CH:21]=[CH:20][CH:19]=[CH:18][C:17]=5[C:16](=[O:36])[C:15]=4[CH2:14][N:13]3[CH2:25][C:26]3[CH:31]=[CH:30][N:29]=[CH:28][CH:27]=3)=[CH:6][C:5]=2[O:4]1, predict the reactants needed to synthesize it. (3) Given the product [CH:37]1([N:40]2[C:32](=[O:33])[C:4]3[CH:5]([C:20]4[CH:25]=[CH:24][C:23]([C:26]#[N:27])=[CH:22][C:21]=4[S:28]([CH3:31])(=[O:29])=[O:30])[NH:6][C:7](=[O:19])[N:8]([C:9]4[CH:14]=[CH:13][CH:12]=[C:11]([C:15]([F:18])([F:16])[F:17])[CH:10]=4)[C:3]=3[CH2:2]2)[CH2:39][CH2:38]1, predict the reactants needed to synthesize it. The reactants are: Br[CH2:2][C:3]1[N:8]([C:9]2[CH:14]=[CH:13][CH:12]=[C:11]([C:15]([F:18])([F:17])[F:16])[CH:10]=2)[C:7](=[O:19])[NH:6][CH:5]([C:20]2[CH:25]=[CH:24][C:23]([C:26]#[N:27])=[CH:22][C:21]=2[S:28]([CH3:31])(=[O:30])=[O:29])[C:4]=1[C:32](OCC)=[O:33].[CH:37]1([NH2:40])[CH2:39][CH2:38]1.C(#N)C.O. (4) Given the product [OH:30]/[CH:29]=[C:4]1/[CH2:5][C@:6]2([C:22]3[CH:23]=[CH:24][CH:25]=[CH:26][CH:27]=3)[C:15]3[N:14]=[C:13]([C:16]4[CH:17]=[N:18][CH:19]=[CH:20][CH:21]=4)[N:12]=[CH:11][C:10]=3[CH2:9][CH2:8][C@H:7]2[C@H:2]([CH3:1])[C:3]/1=[O:28], predict the reactants needed to synthesize it. The reactants are: [CH3:1][C@H:2]1[C@@H:7]2[CH2:8][CH2:9][C:10]3[CH:11]=[N:12][C:13]([C:16]4[CH:17]=[N:18][CH:19]=[CH:20][CH:21]=4)=[N:14][C:15]=3[C@@:6]2([C:22]2[CH:27]=[CH:26][CH:25]=[CH:24][CH:23]=2)[CH2:5][CH2:4][C:3]1=[O:28].[CH:29](OCC)=[O:30].C[O-].[Na+].CO. (5) The reactants are: [OH:1][C:2]1[C:11]2[C:6](=[CH:7][CH:8]=[C:9]([I:12])[CH:10]=2)[N:5]([CH3:13])[C:4](=[O:14])[C:3]=1[C:15]([O:17]C(C)(C)C)=[O:16].Cl(O)(=O)(=O)=O. Given the product [OH:1][C:2]1[C:11]2[C:6](=[CH:7][CH:8]=[C:9]([I:12])[CH:10]=2)[N:5]([CH3:13])[C:4](=[O:14])[C:3]=1[C:15]([OH:17])=[O:16], predict the reactants needed to synthesize it.